Predict the product of the given reaction. From a dataset of Forward reaction prediction with 1.9M reactions from USPTO patents (1976-2016). (1) Given the reactants [Si:1]([O:18][CH2:19][CH2:20][N:21]([CH2:42][CH:43]([OH:65])[CH2:44]OC(C1C=CC=CC=1)(C1C=CC=CC=1)C1C=CC=CC=1)[CH2:22][CH2:23][O:24][Si:25]([C:38]([CH3:41])([CH3:40])[CH3:39])([C:32]1[CH:37]=[CH:36][CH:35]=[CH:34][CH:33]=1)[C:26]1[CH:31]=[CH:30][CH:29]=[CH:28][CH:27]=1)([C:14]([CH3:17])([CH3:16])[CH3:15])([C:8]1[CH:13]=[CH:12][CH:11]=[CH:10][CH:9]=1)[C:2]1[CH:7]=[CH:6][CH:5]=[CH:4][CH:3]=1.C(O)=[O:67].C([O-])(O)=O.[Na+], predict the reaction product. The product is: [Si:25]([O:24][CH2:23][CH2:22][N:21]([CH:42]([OH:67])[CH:43]([OH:65])[CH3:44])[CH2:20][CH2:19][O:18][Si:1]([C:14]([CH3:15])([CH3:16])[CH3:17])([C:2]1[CH:3]=[CH:4][CH:5]=[CH:6][CH:7]=1)[C:8]1[CH:13]=[CH:12][CH:11]=[CH:10][CH:9]=1)([C:38]([CH3:41])([CH3:39])[CH3:40])([C:32]1[CH:37]=[CH:36][CH:35]=[CH:34][CH:33]=1)[C:26]1[CH:31]=[CH:30][CH:29]=[CH:28][CH:27]=1. (2) Given the reactants N1CCCCC1.[NH:7](C(OCC1C2C(=CC=CC=2)C2C1=CC=CC=2)=O)[C@H:8]([C:12]([N:14]1[CH2:21][CH2:20][CH2:19][C@H:15]1[C:16]([OH:18])=[O:17])=[O:13])[CH:9]([CH3:11])[CH3:10].[CH3:39][C@@H:40]1[O:45][C@@H:44]([O:46][C@@H:47]2[C:52]3=[C:53]([OH:70])[C:54]4[C:66](=[O:67])[C:65]5[C:60](=[CH:61][CH:62]=[CH:63][C:64]=5[O:68][CH3:69])[C:58](=[O:59])[C:55]=4[C:56]([OH:57])=[C:51]3[CH2:50][C@@:49]([OH:75])([C:71]([CH2:73][OH:74])=[O:72])[CH2:48]2)[CH2:43][C@H:42]([NH2:76])[C@@H:41]1[OH:77], predict the reaction product. The product is: [NH2:7][C@H:8]([C:12]([N:14]1[CH2:21][CH2:20][CH2:19][C@H:15]1[C:16]([OH:18])=[O:17])=[O:13])[CH:9]([CH3:11])[CH3:10].[CH3:39][C@@H:40]1[O:45][C@@H:44]([O:46][C@@H:47]2[C:52]3=[C:53]([OH:70])[C:54]4[C:66](=[O:67])[C:65]5[C:60](=[CH:61][CH:62]=[CH:63][C:64]=5[O:68][CH3:69])[C:58](=[O:59])[C:55]=4[C:56]([OH:57])=[C:51]3[CH2:50][C@@:49]([OH:75])([C:71]([CH2:73][OH:74])=[O:72])[CH2:48]2)[CH2:43][C@H:42]([NH2:76])[C@@H:41]1[OH:77]. (3) Given the reactants [Br:1][C:2]1[CH:7]=[CH:6][C:5]([C@@H:8]([N:10]2[CH2:15][CH2:14][C@:13](CC(C)=C)([C:16]3[CH:21]=[CH:20][CH:19]=[CH:18][CH:17]=3)[O:12][C:11]2=O)[CH3:9])=[CH:4][CH:3]=1.C[N+]1([O-])CC[O:31]CC1.C1COCC1.[CH3:40][C:41]([OH:44])([CH3:43])[CH3:42].[OH2:45], predict the reaction product. The product is: [Br:1][C:2]1[CH:7]=[CH:6][C:5]([C@@H:8]([N:10]2[CH2:15][CH2:14][C@:13]([CH2:40][C:41]([OH:44])([CH3:43])[CH2:42][OH:31])([C:16]3[CH:21]=[CH:20][CH:19]=[CH:18][CH:17]=3)[O:45][C:11]2=[O:12])[CH3:9])=[CH:4][CH:3]=1. (4) Given the reactants [CH3:1][C:2]([C:4]1[CH:9]=[CH:8][C:7](F)=[C:6]([N+:11]([O-:13])=[O:12])[CH:5]=1)=[O:3].[NH2:14][C:15]1[CH:16]=[C:17]([N:21]2[CH2:26][CH2:25][N:24]([C:27](=[O:29])[CH3:28])[CH2:23][CH2:22]2)[CH:18]=[CH:19][CH:20]=1.C(N(CC)CC)C, predict the reaction product. The product is: [C:27]([N:24]1[CH2:23][CH2:22][N:21]([C:17]2[CH:16]=[C:15]([NH:14][C:7]3[CH:8]=[CH:9][C:4]([C:2](=[O:3])[CH3:1])=[CH:5][C:6]=3[N+:11]([O-:13])=[O:12])[CH:20]=[CH:19][CH:18]=2)[CH2:26][CH2:25]1)(=[O:29])[CH3:28]. (5) The product is: [NH2:1][C:4]1[CH:5]=[CH:6][C:7]([CH2:10][CH2:11][CH2:12][CH2:13][CH2:14][C:15](=[O:20])[CH2:16][CH2:17][CH2:18][CH3:19])=[CH:8][CH:9]=1. Given the reactants [N+:1]([C:4]1[CH:9]=[CH:8][C:7]([CH2:10][CH2:11][CH2:12][CH2:13][CH2:14][C:15](=[O:20])[CH2:16][CH2:17][CH2:18][CH3:19])=[CH:6][CH:5]=1)([O-])=O.C1COCC1.CO.[O-]S(S([O-])=O)=O.[Na+].[Na+], predict the reaction product. (6) The product is: [Cl:18][C:19]1[C:27]2[NH:26][CH:25]=[N:24][C:23]=2[CH:22]=[C:21]([NH2:28])[CH:20]=1. Given the reactants ClC1C(N)=C([N+]([O-])=O)C=C([N+]([O-])=O)C=1.C(O)=O.[Cl:18][C:19]1[C:27]2[NH:26][CH:25]=[N:24][C:23]=2[CH:22]=[C:21]([NH:28]C=O)[CH:20]=1.CCO, predict the reaction product. (7) Given the reactants [NH:1]1[CH2:9][CH2:8][CH2:7][CH:3]([C:4]([NH2:6])=[O:5])[CH2:2]1.[C:10](OC([O-])=O)([O:12][C:13]([CH3:16])([CH3:15])[CH3:14])=[O:11], predict the reaction product. The product is: [C:13]([O:12][C:10]([N:1]1[CH2:9][CH2:8][CH2:7][C@@H:3]([C:4]([NH2:6])=[O:5])[CH2:2]1)=[O:11])([CH3:16])([CH3:15])[CH3:14]. (8) Given the reactants [CH2:1]([O:8][CH2:9][CH:10]([OH:13])[CH2:11][Cl:12])[C:2]1[CH:7]=[CH:6][CH:5]=[CH:4][CH:3]=1.C([O-])(O)=O.[Na+].[Na+].[Br-].[O-]Cl.[Na+].[O-]S([O-])=O.[Na+].[Na+], predict the reaction product. The product is: [CH2:1]([O:8][CH2:9][C:10](=[O:13])[CH2:11][Cl:12])[C:2]1[CH:7]=[CH:6][CH:5]=[CH:4][CH:3]=1.